Dataset: Forward reaction prediction with 1.9M reactions from USPTO patents (1976-2016). Task: Predict the product of the given reaction. (1) Given the reactants [CH3:1][O:2][C:3]([C:5]1[S:6][C:7]([Br:27])=[CH:8][C:9]=1[N:10]([C:18]([C@H:20]1[CH2:25][CH2:24][C@H:23]([CH3:26])[CH2:22][CH2:21]1)=[O:19])[CH:11]1[CH2:16][CH2:15][C:14](=[O:17])[CH2:13][CH2:12]1)=[O:4].[BH4-].[Na+].CCCCCC.CCOC(C)=O, predict the reaction product. The product is: [CH3:1][O:2][C:3]([C:5]1[S:6][C:7]([Br:27])=[CH:8][C:9]=1[N:10]([C@H:11]1[CH2:12][CH2:13][C@H:14]([OH:17])[CH2:15][CH2:16]1)[C:18]([C@H:20]1[CH2:21][CH2:22][C@H:23]([CH3:26])[CH2:24][CH2:25]1)=[O:19])=[O:4]. (2) The product is: [Cl:32][C:33]1[CH:38]=[CH:37][C:36]([S:39]([N:42]([CH2:43][C:44]2[CH:49]=[CH:48][C:47]([C:50]#[N:51])=[CH:46][CH:45]=2)[CH2:54][N:55]2[C:64]3[C:59](=[CH:60][CH:61]=[CH:62][CH:63]=3)[CH:58]=[CH:57][CH2:56]2)(=[O:40])=[O:41])=[CH:35][CH:34]=1. Given the reactants COC1C=C(C=CC=1)CN(CC1C=CC(C(OC)=O)=CC=1)S(C1C=CC(Cl)=CC=1)(=O)=O.[Cl:32][C:33]1[CH:38]=[CH:37][C:36]([S:39]([NH:42][CH2:43][C:44]2[CH:49]=[CH:48][C:47]([C:50]#[N:51])=[CH:46][CH:45]=2)(=[O:41])=[O:40])=[CH:35][CH:34]=1.Br.Br[CH2:54][N:55]1[C:64]2[C:59](=[CH:60][CH:61]=[CH:62][CH:63]=2)[CH:58]=[CH:57][CH2:56]1, predict the reaction product.